Dataset: Catalyst prediction with 721,799 reactions and 888 catalyst types from USPTO. Task: Predict which catalyst facilitates the given reaction. Reactant: Cl[C:2]1[C:3]2[N:4]([CH:10]=[CH:11][CH:12]=2)[N:5]=[CH:6][C:7]=1[C:8]#[N:9].[CH:13]1([NH2:18])[CH2:17][CH2:16][CH2:15][CH2:14]1.CCN(C(C)C)C(C)C. Product: [CH:13]1([NH:18][C:2]2[C:3]3[N:4]([CH:10]=[CH:11][CH:12]=3)[N:5]=[CH:6][C:7]=2[C:8]#[N:9])[CH2:17][CH2:16][CH2:15][CH2:14]1. The catalyst class is: 3.